Task: Binary Classification. Given a drug SMILES string, predict its activity (active/inactive) in a high-throughput screening assay against a specified biological target.. Dataset: Cav3 T-type calcium channel HTS with 100,875 compounds The molecule is O=C1N(C(=O)CC1NCc1ccncc1)c1ccc(OC)cc1. The result is 0 (inactive).